From a dataset of Full USPTO retrosynthesis dataset with 1.9M reactions from patents (1976-2016). Predict the reactants needed to synthesize the given product. The reactants are: Cl[C:2]1[C:11]2[C:6](=[CH:7][CH:8]=[CH:9][CH:10]=2)[N:5]=[C:4]([C:12]2[CH:17]=[CH:16][N:15]=[C:14]([Cl:18])[CH:13]=2)[CH:3]=1.[C:19]([O-:22])([O-])=[O:20].[K+].[K+].C[N:26]([CH:28]=O)[CH3:27]. Given the product [C:11]([O:22][C:19]([N:15]1[CH2:16][CH:27]2[CH2:13][CH:14]1[CH2:28][N:26]2[C:2]1[C:11]2[C:6](=[CH:7][CH:8]=[CH:9][CH:10]=2)[N:5]=[C:4]([C:12]2[CH:17]=[CH:16][N:15]=[C:14]([Cl:18])[CH:13]=2)[CH:3]=1)=[O:20])([CH3:6])([CH3:2])[CH3:10], predict the reactants needed to synthesize it.